This data is from Reaction yield outcomes from USPTO patents with 853,638 reactions. The task is: Predict the reaction yield, written as a fraction of the theoretical maximum amount of product (1.0 means a 100% yield; for example, 0.34 means a 34% yield). (1) The reactants are [F:1][C:2]1[CH:3]=[C:4]([N+:9]([O-:11])=[O:10])[CH:5]=[CH:6][C:7]=1F.[CH3:12][C:13]1[N:17]=[CH:16][NH:15][N:14]=1.O.O.O.P([O-])([O-])(O)=O.[K+].[K+]. The catalyst is CS(C)=O. The product is [F:1][C:2]1[CH:3]=[C:4]([N+:9]([O-:11])=[O:10])[CH:5]=[CH:6][C:7]=1[N:15]1[CH:16]=[N:17][C:13]([CH3:12])=[N:14]1. The yield is 0.360. (2) The reactants are C(OC([NH:8][C@H:9]([CH2:12][N:13]([CH3:23])[C:14]([O:16][CH2:17][CH2:18][Si:19]([CH3:22])([CH3:21])[CH3:20])=[O:15])[CH2:10][OH:11])=O)(C)(C)C.C1(C)C=CC(S(O)(=O)=O)=CC=1. The catalyst is CCOCC.C(O)C. The product is [NH2:8][C@@H:9]([CH2:10][OH:11])[CH2:12][N:13]([CH3:23])[C:14](=[O:15])[O:16][CH2:17][CH2:18][Si:19]([CH3:22])([CH3:21])[CH3:20]. The yield is 0.900. (3) The reactants are Br[C:2]1[C:11]([O:12][CH3:13])=[C:10]2[C:5]([CH:6]=[N:7][C:8]([N:14]([CH3:16])[CH3:15])=[N:9]2)=[C:4]([C:17]2[CH:22]=[CH:21][CH:20]=[C:19]([Cl:23])[CH:18]=2)[CH:3]=1.[C:24]([O:28][CH2:29][CH3:30])(=[O:27])[CH:25]=[CH2:26].C(N(CC)CC)C.CN(C=O)C. The catalyst is C([O-])(=O)C.[Pd+2].C([O-])(=O)C.[CH-]1C(P(C2C=CC=CC=2)C2C=CC=CC=2)=CC=C1.[CH-]1C(P(C2C=CC=CC=2)C2C=CC=CC=2)=CC=C1.[Fe+2].O. The product is [CH2:29]([O:28][C:24](/[CH:25]=[CH:26]/[C:2]1[C:11]([O:12][CH3:13])=[C:10]2[C:5]([CH:6]=[N:7][C:8]([N:14]([CH3:16])[CH3:15])=[N:9]2)=[C:4]([C:17]2[CH:22]=[CH:21][CH:20]=[C:19]([Cl:23])[CH:18]=2)[CH:3]=1)=[O:27])[CH3:30]. The yield is 0.750. (4) The reactants are [NH2:1][C:2]1[C:7]([F:8])=[C:6]([Cl:9])[N:5]=[C:4]([C:10]([O:12][CH:13](C)C)=[O:11])[CH:3]=1. The catalyst is CO.CC(C)[O-].[Ti+4].CC(C)[O-].CC(C)[O-].CC(C)[O-]. The product is [NH2:1][C:2]1[C:7]([F:8])=[C:6]([Cl:9])[N:5]=[C:4]([C:10]([O:12][CH3:13])=[O:11])[CH:3]=1. The yield is 0.970. (5) The reactants are [CH:1]1([C@H:5]([NH:13][C:14]([C:16]2[C:21]([CH3:22])=[CH:20][C:19](=O)[O:18][C:17]=2[CH3:24])=[O:15])[C:6]2[CH:11]=[CH:10][CH:9]=[C:8]([F:12])[CH:7]=2)[CH2:4][CH2:3][CH2:2]1.C(O)C.O.[NH2:29][NH2:30].C(O)(=O)C.C([O-])([O-])=O.[Na+].[Na+]. No catalyst specified. The product is [CH:1]1([C@H:5]([NH:13][C:14]([C:16]2[C:21]([CH3:22])=[CH:20][C:19](=[O:18])[N:29]([NH2:30])[C:17]=2[CH3:24])=[O:15])[C:6]2[CH:11]=[CH:10][CH:9]=[C:8]([F:12])[CH:7]=2)[CH2:4][CH2:3][CH2:2]1. The yield is 0.330. (6) The reactants are [C:1]([O:5][C:6]([N:8]1[C:16](=[O:17])[CH:15]2[CH:10]([CH:11]3[CH2:18][CH:14]2[CH:13]=[CH:12]3)[CH:9]1[C:19](C)(C)[O:20][SiH2]C(C)(C)C)=[O:7])([CH3:4])([CH3:3])[CH3:2].C(O)(=O)C.CCCC[N+](CCCC)(CCCC)CCCC.[F-]. The catalyst is C1COCC1.C(Cl)Cl. The product is [C:1]([O:5][C:6]([N:8]1[C:16](=[O:17])[CH:15]2[CH:10]([CH:11]3[CH2:18][CH:14]2[CH:13]=[CH:12]3)[CH:9]1[CH2:19][OH:20])=[O:7])([CH3:4])([CH3:3])[CH3:2]. The yield is 0.810.